From a dataset of Full USPTO retrosynthesis dataset with 1.9M reactions from patents (1976-2016). Predict the reactants needed to synthesize the given product. Given the product [S:14]1[CH:15]=[CH:16][C:17]2[C:9]([N:6]3[CH2:5][CH2:4][N:3]([CH:1]=[O:2])[CH2:8][CH2:7]3)=[CH:10][CH:11]=[CH:12][C:13]1=2, predict the reactants needed to synthesize it. The reactants are: [CH:1]([N:3]1[CH2:8][CH2:7][N:6]([C:9]2[C:17]3[CH:16]=[C:15](C(O)=O)[S:14][C:13]=3[CH:12]=[CH:11][CH:10]=2)[CH2:5][CH2:4]1)=[O:2].